This data is from Reaction yield outcomes from USPTO patents with 853,638 reactions. The task is: Predict the reaction yield, written as a fraction of the theoretical maximum amount of product (1.0 means a 100% yield; for example, 0.34 means a 34% yield). (1) The reactants are [H-].[Na+].[C:3]([CH2:5][C:6]1[CH:11]=[CH:10][C:9]([O:12][CH2:13][CH:14]2[CH2:19][CH2:18][N:17]([C:20]([O:22][C:23]([CH3:26])([CH3:25])[CH3:24])=[O:21])[CH2:16][CH2:15]2)=[C:8]([O:27][CH3:28])[CH:7]=1)#[N:4].C(O[CH2:33][CH3:34])(=O)C.Cl.O1CCOCC1.[NH2:42][NH2:43]. The catalyst is C1COCC1.C(O)C. The product is [NH2:4][C:3]1[NH:43][N:42]=[C:33]([CH3:34])[C:5]=1[C:6]1[CH:11]=[CH:10][C:9]([O:12][CH2:13][CH:14]2[CH2:19][CH2:18][N:17]([C:20]([O:22][C:23]([CH3:25])([CH3:24])[CH3:26])=[O:21])[CH2:16][CH2:15]2)=[C:8]([O:27][CH3:28])[CH:7]=1. The yield is 1.00. (2) The reactants are [N:1]#[C:2]Br.[Br:4][C:5]1[CH:11]=[CH:10][C:8]([NH2:9])=[C:7](C)[CH:6]=1. The catalyst is C(OCC)C. The product is [Br:4][C:5]1[CH:11]=[CH:10][C:8]([NH:9][C:2]#[N:1])=[CH:7][CH:6]=1. The yield is 0.920.